Binary Classification. Given a miRNA mature sequence and a target amino acid sequence, predict their likelihood of interaction. From a dataset of Experimentally validated miRNA-target interactions with 360,000+ pairs, plus equal number of negative samples. (1) Result: 0 (no interaction). The miRNA is hsa-miR-4466 with sequence GGGUGCGGGCCGGCGGGG. The protein sequence of the target gene is MELHYLAKKSNQADLCDARDWSSRGLPGDQADTAATRAALCCQKQCASTPRATEMEGSKLSSSPASPSSSLQNSTLQPDAFPPGLLHSGNNQITAERKVCNCCSQELETSFTYVDKNINLEQRNRSSPSAKGHNHPGELGWENPNEWSQEAAISLISEEEDDTSSEATSSGKSIDYGFISAILFLVTGILLVIISYIVPREVTVDPNTVAAREMERLEKESARLGAHLDRCVIAGLCLLTLGGVILSCLLMMSMWKGELYRRNRFASSKESAKLYGSFNFRMKTSTNENTLELSLVEEDA.... (2) The miRNA is hsa-miR-2681-5p with sequence GUUUUACCACCUCCAGGAGACU. The protein sequence of the target gene is MSSKGSSTDGRTDLANGSLSSSPEEMSGAEEGRETSSGIEVEASDLSLSLTGDDGGPNRTSTESRGTDTESSGEDKDSDSMEDTGHYSINDENRVHDRSEEEEEEEEEEEEEQPRRRVQRKRANRDQDSSDDERALEDWVSSETSALPRPRWQALPALRERELGSSARFVYEACGARVFVQRFRLQHGLEGHTGCVNTLHFNQRGTWLASGSDDLKVVVWDWVRRQPVLDFESGHKSNVFQAKFLPNSGDSTLAMCARDGQVRVAELSATQCCKNTKRVAQHKGASHKLALEPDSPCTFL.... Result: 1 (interaction). (3) Result: 0 (no interaction). The miRNA is mmu-miR-129-2-3p with sequence AAGCCCUUACCCCAAAAAGCAU. The protein sequence of the target gene is MSEGSAGDPGHGSSRQRAVHPENLSLGSSCFSPPVNFLQELPSYRSVARRRTNILSRDKQSGTLLKPTDSFSCQLDGGITENLNSQSIRKYALNISEKRRLRDIQETQMKYLSEWDQWKRYSSKSWKRFLEKAREMTTHLELWRKDIRSIEGKFGTGIQSYFSFLRFLVVLNLVIFLIIFMLVLLPILLTKYKITNSTFVLIPFKDMDIQCTLYPISSSGLIYFYSYIIDLLSGTGFLEETSLFYGHYTIDGVKFQSFTYDLPLAYLISTIAYLALSLLWIVKRSVEGFKINLIRSEEHF....